This data is from NCI-60 drug combinations with 297,098 pairs across 59 cell lines. The task is: Regression. Given two drug SMILES strings and cell line genomic features, predict the synergy score measuring deviation from expected non-interaction effect. (1) Drug 1: C1CC(C1)(C(=O)O)C(=O)O.[NH2-].[NH2-].[Pt+2]. Drug 2: CC(C)CN1C=NC2=C1C3=CC=CC=C3N=C2N. Cell line: UACC62. Synergy scores: CSS=17.8, Synergy_ZIP=-3.52, Synergy_Bliss=0.117, Synergy_Loewe=1.20, Synergy_HSA=0.343. (2) Drug 1: C1C(C(OC1N2C=NC3=C(N=C(N=C32)Cl)N)CO)O. Drug 2: C1=CN(C=N1)CC(O)(P(=O)(O)O)P(=O)(O)O. Cell line: SF-268. Synergy scores: CSS=3.17, Synergy_ZIP=1.36, Synergy_Bliss=3.13, Synergy_Loewe=-0.741, Synergy_HSA=0.520. (3) Drug 1: CC1OCC2C(O1)C(C(C(O2)OC3C4COC(=O)C4C(C5=CC6=C(C=C35)OCO6)C7=CC(=C(C(=C7)OC)O)OC)O)O. Drug 2: CC1=C(C=C(C=C1)NC(=O)C2=CC=C(C=C2)CN3CCN(CC3)C)NC4=NC=CC(=N4)C5=CN=CC=C5. Cell line: CAKI-1. Synergy scores: CSS=40.6, Synergy_ZIP=8.32, Synergy_Bliss=1.49, Synergy_Loewe=-18.3, Synergy_HSA=-3.19. (4) Drug 2: CC12CCC(CC1=CCC3C2CCC4(C3CC=C4C5=CN=CC=C5)C)O. Cell line: T-47D. Synergy scores: CSS=11.9, Synergy_ZIP=-2.41, Synergy_Bliss=1.27, Synergy_Loewe=3.57, Synergy_HSA=4.23. Drug 1: C1CCN(CC1)CCOC2=CC=C(C=C2)C(=O)C3=C(SC4=C3C=CC(=C4)O)C5=CC=C(C=C5)O. (5) Drug 1: C1=CC=C(C=C1)NC(=O)CCCCCCC(=O)NO. Drug 2: C1=NNC2=C1C(=O)NC=N2. Cell line: NCI-H460. Synergy scores: CSS=18.8, Synergy_ZIP=-8.76, Synergy_Bliss=-3.52, Synergy_Loewe=-4.48, Synergy_HSA=-2.07.